Dataset: NCI-60 drug combinations with 297,098 pairs across 59 cell lines. Task: Regression. Given two drug SMILES strings and cell line genomic features, predict the synergy score measuring deviation from expected non-interaction effect. Drug 1: CCC1=C2CN3C(=CC4=C(C3=O)COC(=O)C4(CC)O)C2=NC5=C1C=C(C=C5)O. Drug 2: C1C(C(OC1N2C=NC(=NC2=O)N)CO)O. Cell line: ACHN. Synergy scores: CSS=45.4, Synergy_ZIP=-0.229, Synergy_Bliss=1.67, Synergy_Loewe=1.78, Synergy_HSA=3.64.